From a dataset of Catalyst prediction with 721,799 reactions and 888 catalyst types from USPTO. Predict which catalyst facilitates the given reaction. (1) Reactant: [Br:1][C:2]1[CH:3]=[CH:4][C:5]([F:12])=[C:6]([C:8](O)([CH3:10])[CH3:9])[CH:7]=1.C1C(O)=CC=C(O)C=1.OP(O)(O)=O. Product: [Br:1][C:2]1[CH:3]=[CH:4][C:5]([F:12])=[C:6]([C:8]([CH3:10])=[CH2:9])[CH:7]=1. The catalyst class is: 2. (2) Reactant: [CH3:1][C:2]([O:8][C:9]1[CH:18]=[CH:17][C:16]2[CH2:15][CH2:14][C:13](=[O:19])[NH:12][C:11]=2[N:10]=1)([CH3:7])[CH2:3][CH2:4][CH:5]=O.Cl.[Cl:21][C:22]1[C:27]([Cl:28])=[CH:26][CH:25]=[CH:24][C:23]=1[N:29]1[CH2:34][CH2:33][NH:32][CH2:31][CH2:30]1.CCN(CC)CC.[BH-](OC(C)=O)(OC(C)=O)OC(C)=O.[Na+]. Product: [Cl:21][C:22]1[C:27]([Cl:28])=[CH:26][CH:25]=[CH:24][C:23]=1[N:29]1[CH2:34][CH2:33][N:32]([CH2:5][CH2:4][CH2:3][C:2]([CH3:7])([CH3:1])[O:8][C:9]2[N:10]=[C:11]3[C:16]([CH2:15][CH2:14][C:13](=[O:19])[NH:12]3)=[CH:17][CH:18]=2)[CH2:31][CH2:30]1. The catalyst class is: 26.